From a dataset of Full USPTO retrosynthesis dataset with 1.9M reactions from patents (1976-2016). Predict the reactants needed to synthesize the given product. (1) Given the product [OH:1][C@H:2]1[CH2:6][N:5]([CH2:32][CH2:31][N:28]2[C:29]3[C:24](=[CH:23][CH:22]=[C:21]([O:20][CH3:19])[CH:30]=3)[CH:25]=[CH:26][C:27]2=[O:34])[CH2:4][C@H:3]1[CH2:7][NH:8][C:9](=[O:18])[O:10][CH2:11][C:12]1[CH:17]=[CH:16][CH:15]=[CH:14][CH:13]=1, predict the reactants needed to synthesize it. The reactants are: [OH:1][C@H:2]1[CH2:6][NH:5][CH2:4][C@H:3]1[CH2:7][NH:8][C:9](=[O:18])[O:10][CH2:11][C:12]1[CH:17]=[CH:16][CH:15]=[CH:14][CH:13]=1.[CH3:19][O:20][C:21]1[CH:30]=[C:29]2[C:24]([CH:25]=[CH:26][C:27](=[O:34])[N:28]2[CH2:31][CH:32]=O)=[CH:23][CH:22]=1.C(=O)([O-])[O-].[Na+].[Na+].C(O[BH-](OC(=O)C)OC(=O)C)(=O)C.[Na+]. (2) Given the product [CH3:1][O:2][C:3]1[CH:4]=[C:5]2[C:9](=[CH:10][CH:11]=1)[NH:8][C:7]([C:12]([NH:34][CH2:33][C:29]1[CH:28]=[C:27]([CH:32]=[CH:31][CH:30]=1)[O:26][C:23]1[CH:24]=[CH:25][C:20]([CH2:19][CH2:18][C:17]([OH:36])=[O:16])=[C:21]([CH3:35])[CH:22]=1)=[O:14])=[CH:6]2, predict the reactants needed to synthesize it. The reactants are: [CH3:1][O:2][C:3]1[CH:4]=[C:5]2[C:9](=[CH:10][CH:11]=1)[NH:8][C:7]([C:12]([OH:14])=O)=[CH:6]2.C[O:16][C:17](=[O:36])[CH2:18][CH2:19][C:20]1[CH:25]=[CH:24][C:23]([O:26][C:27]2[CH:32]=[CH:31][CH:30]=[C:29]([CH2:33][NH2:34])[CH:28]=2)=[CH:22][C:21]=1[CH3:35]. (3) Given the product [OH:46][CH2:45][CH2:44][CH:39]1[NH:38][CH2:43][CH2:42][N:41]([CH2:2][CH2:3][CH2:4][S:5]([N:8]2[CH2:13][CH2:12][CH:11]([C:14]3[C:22]4[C:17](=[C:18]([C:29]([NH2:31])=[O:30])[CH:19]=[C:20]([C:23]5[CH:28]=[CH:27][CH:26]=[CH:25][CH:24]=5)[CH:21]=4)[NH:16][N:15]=3)[CH2:10][CH2:9]2)(=[O:7])=[O:6])[CH2:40]1, predict the reactants needed to synthesize it. The reactants are: Cl[CH2:2][CH2:3][CH2:4][S:5]([N:8]1[CH2:13][CH2:12][CH:11]([C:14]2[C:22]3[C:17](=[C:18]([C:29]([NH2:31])=[O:30])[CH:19]=[C:20]([C:23]4[CH:28]=[CH:27][CH:26]=[CH:25][CH:24]=4)[CH:21]=3)[NH:16][N:15]=2)[CH2:10][CH2:9]1)(=[O:7])=[O:6].C([O-])([O-])=O.[K+].[K+].[NH:38]1[CH2:43][CH2:42][NH:41][CH2:40][CH:39]1[CH2:44][CH2:45][OH:46].[I-].[Na+]. (4) Given the product [F:1][C:2]1[CH:3]=[C:4]([CH3:9])[C:5]2[N:6]([CH:7]=[C:2]([CH2:3][C@@H:10]3[CH2:12][CH2:9][CH2:4][CH2:5][NH:6]3)[N:8]=2)[CH:7]=1, predict the reactants needed to synthesize it. The reactants are: [F:1][C:2]1[CH:3]=[C:4]([CH3:9])[C:5]([NH2:8])=[N:6][CH:7]=1.[C:10](O)([C:12](F)(F)F)=O. (5) Given the product [Cl:1][C:2]1[C:10]2[N:6]([C:7]([CH2:14][CH2:15][O:16][CH3:17])=[CH:8][C:9]=2[C:11]([NH:26][CH2:25][CH:22]2[CH2:23][CH2:24][C:19]([F:18])([F:28])[CH:20]([CH3:27])[CH2:21]2)=[O:13])[CH:5]=[CH:4][CH:3]=1, predict the reactants needed to synthesize it. The reactants are: [Cl:1][C:2]1[C:10]2[N:6]([C:7]([CH2:14][CH2:15][O:16][CH3:17])=[CH:8][C:9]=2[C:11]([OH:13])=O)[CH:5]=[CH:4][CH:3]=1.[F:18][C:19]1([F:28])[CH2:24][CH2:23][CH:22]([CH2:25][NH2:26])[CH2:21][CH:20]1[CH3:27].C1C=CC2N(O)N=NC=2C=1.CCN=C=NCCCN(C)C.CCN(C(C)C)C(C)C.